From a dataset of Reaction yield outcomes from USPTO patents with 853,638 reactions. Predict the reaction yield, written as a fraction of the theoretical maximum amount of product (1.0 means a 100% yield; for example, 0.34 means a 34% yield). (1) The reactants are Br[C:2]1[CH:3]=[C:4]([O:10][CH3:11])[C:5]([O:8][CH3:9])=[N:6][CH:7]=1.[C:12]([Si:14]([CH3:17])([CH3:16])[CH3:15])#[CH:13]. The catalyst is [Cu]I.Cl[Pd](Cl)([P](C1C=CC=CC=1)(C1C=CC=CC=1)C1C=CC=CC=1)[P](C1C=CC=CC=1)(C1C=CC=CC=1)C1C=CC=CC=1.C(N(CC)CC)C. The product is [CH3:9][O:8][C:5]1[C:4]([O:10][CH3:11])=[CH:3][C:2]([C:13]#[C:12][Si:14]([CH3:17])([CH3:16])[CH3:15])=[CH:7][N:6]=1. The yield is 0.710. (2) The reactants are C[O:2][C:3](=[O:15])[CH2:4][CH2:5][C:6]([C:8]1[CH:13]=[CH:12][CH:11]=[C:10]([F:14])[CH:9]=1)=O.O.NN.[OH-].[K+].Cl. The catalyst is C(O)CO.O.CCOCC. The product is [F:14][C:10]1[CH:9]=[C:8]([CH2:6][CH2:5][CH2:4][C:3]([OH:15])=[O:2])[CH:13]=[CH:12][CH:11]=1. The yield is 0.753. (3) The reactants are [H-].[H-].[H-].[H-].[Li+].[Al+3].[N:7]1([CH2:12][C:13]2[CH:23]=[CH:22][C:16]([C:17](OCC)=[O:18])=[CH:15][CH:14]=2)[CH:11]=[CH:10][N:9]=[CH:8]1.O. The catalyst is C1COCC1.C(Cl)Cl. The product is [N:7]1([CH2:12][C:13]2[CH:23]=[CH:22][C:16]([CH2:17][OH:18])=[CH:15][CH:14]=2)[CH:11]=[CH:10][N:9]=[CH:8]1. The yield is 0.930. (4) The reactants are [OH:1][C:2]1[C:3]([N+:9]([O-:11])=[O:10])=[N:4][C:5]([CH3:8])=[CH:6][CH:7]=1.C(N(CC)CC)C.[F:19][C:20]([F:33])([F:32])[S:21](O[S:21]([C:20]([F:33])([F:32])[F:19])(=[O:23])=[O:22])(=[O:23])=[O:22]. The catalyst is C(Cl)Cl. The product is [F:19][C:20]([F:33])([F:32])[S:21]([O:1][C:2]1[C:3]([N+:9]([O-:11])=[O:10])=[N:4][C:5]([CH3:8])=[CH:6][CH:7]=1)(=[O:23])=[O:22]. The yield is 0.980. (5) The reactants are [CH2:1]([O:3][C:4]1[C:5](O)=[N:6][CH:7]=[CH:8][CH:9]=1)[CH3:2].C(N(CC)C1C=CC=CC=1)C.P(Cl)(Cl)([Cl:24])=O. The catalyst is O. The product is [Cl:24][C:5]1[C:4]([O:3][CH2:1][CH3:2])=[CH:9][CH:8]=[CH:7][N:6]=1. The yield is 0.710. (6) The catalyst is CN(C=O)C.C(OCC)(=O)C. The product is [NH2:12][C:8]1[C:9]([F:11])=[CH:10][C:2]([F:1])=[C:3]([CH:7]=1)[C:4]([NH:15][CH3:14])=[O:5]. The yield is 0.410. The reactants are [F:1][C:2]1[CH:10]=[C:9]([F:11])[C:8]([NH2:12])=[CH:7][C:3]=1[C:4](O)=[O:5].C[CH2:14][N:15]=C=NCCCN(C)C.C1C=CC2N(O)N=NC=2C=1.CN.